From a dataset of Catalyst prediction with 721,799 reactions and 888 catalyst types from USPTO. Predict which catalyst facilitates the given reaction. (1) Reactant: [Cl:1][C:2]1[CH:3]=[C:4]([NH2:10])[CH:5]=[CH:6][C:7]=1[O:8][CH3:9].C(N(CC)CC)C.[C:18](Cl)(=[O:20])[CH3:19]. Product: [Cl:1][C:2]1[CH:3]=[C:4]([NH:10][C:18](=[O:20])[CH3:19])[CH:5]=[CH:6][C:7]=1[O:8][CH3:9]. The catalyst class is: 4. (2) Reactant: [F:1][C:2]([F:34])([F:33])[C:3]([C:12]1[N:17]=[C:16]([CH2:18][CH2:19][CH3:20])[C:15]([O:21][C:22]2[C:27](I)=[CH:26][N:25]=[C:24]([C:29](OC)=[O:30])[CH:23]=2)=[CH:14][CH:13]=1)([O:8][CH2:9][O:10][CH3:11])[C:4]([F:7])([F:6])[F:5].[H-].[Al+3].[Li+].[H-].[H-].[H-].O. Product: [F:33][C:2]([F:1])([F:34])[C:3]([C:12]1[N:17]=[C:16]([CH2:18][CH2:19][CH3:20])[C:15]([O:21][C:22]2[CH:27]=[CH:26][N:25]=[C:24]([CH2:29][OH:30])[CH:23]=2)=[CH:14][CH:13]=1)([O:8][CH2:9][O:10][CH3:11])[C:4]([F:7])([F:6])[F:5]. The catalyst class is: 7. (3) Reactant: [Cl:1][CH2:2][C:3](Cl)=[O:4].[CH3:6][NH:7][C:8]1[CH:13]=[CH:12][C:11]([N+:14]([O-:16])=[O:15])=[CH:10][CH:9]=1.[OH-].[K+]. Product: [Cl:1][CH2:2][C:3]([N:7]([CH3:6])[C:8]1[CH:9]=[CH:10][C:11]([N+:14]([O-:16])=[O:15])=[CH:12][CH:13]=1)=[O:4]. The catalyst class is: 161. (4) Reactant: [N:1]1[C:10]2[C:5](=[CH:6][CH:7]=[CH:8][CH:9]=2)[N:4]=[CH:3][C:2]=1[C:11]1[CH:12]=[C:13]([NH2:17])[CH:14]=[CH:15][CH:16]=1.[S:18]([CH2:22][CH2:23][C:24](O)=[O:25])(=[O:21])(=[O:20])[NH2:19].C(Cl)CCl.C1C=C2N=NN(O)C2=CC=1.O. Product: [NH2:19][S:18]([CH2:22][CH2:23][C:24]([NH:17][C:13]1[CH:14]=[CH:15][CH:16]=[C:11]([C:2]2[CH:3]=[N:4][C:5]3[C:10](=[CH:9][CH:8]=[CH:7][CH:6]=3)[N:1]=2)[CH:12]=1)=[O:25])(=[O:21])=[O:20]. The catalyst class is: 3. (5) Reactant: [CH3:1][C:2]1[NH:6][C:5]2[C:7]([C:17]([O:19][CH3:20])=[O:18])=[CH:8][C:9]([N:11]3[CH2:16][CH2:15][O:14][CH2:13][CH2:12]3)=[CH:10][C:4]=2[N:3]=1.Cl[CH2:22][C:23]1[CH:28]=[CH:27][C:26]([CH3:29])=[C:25]([CH3:30])[CH:24]=1.C(=O)([O-])[O-].[K+].[K+].O. Product: [CH3:30][C:25]1[CH:24]=[C:23]([CH2:22][N:3]2[C:4]3[CH:10]=[C:9]([N:11]4[CH2:12][CH2:13][O:14][CH2:15][CH2:16]4)[CH:8]=[C:7]([C:17]([O:19][CH3:20])=[O:18])[C:5]=3[N:6]=[C:2]2[CH3:1])[CH:28]=[CH:27][C:26]=1[CH3:29]. The catalyst class is: 9. (6) Reactant: FC(F)(F)S(O[C@H:7]1[CH2:12][C@@H:11]([CH2:13][CH2:14][CH2:15][CH:16]=[CH2:17])[O:10][C@@:9]([O:33][CH3:34])([C@@H:18]2[CH2:22][S:21][C:20](=[O:23])[N:19]2[CH2:24][C:25]2[CH:30]=[CH:29][C:28]([O:31][CH3:32])=[CH:27][CH:26]=2)[CH2:8]1)(=O)=O.[N-:37]=[N+:38]=[N-:39].[Na+]. Product: [N:37]([C@@H:7]1[CH2:12][C@@H:11]([CH2:13][CH2:14][CH2:15][CH:16]=[CH2:17])[O:10][C@:9]([C@@H:18]2[CH2:22][S:21][C:20](=[O:23])[N:19]2[CH2:24][C:25]2[CH:30]=[CH:29][C:28]([O:31][CH3:32])=[CH:27][CH:26]=2)([O:33][CH3:34])[CH2:8]1)=[N+:38]=[N-:39]. The catalyst class is: 39. (7) Reactant: [BH4-].[Na+].[OH:3][C:4]1([C:24]2[CH:29]=[CH:28][CH:27]=[C:26]([O:30][CH3:31])[CH:25]=2)[CH2:9][CH2:8][N:7]([CH2:10][C:11]([C:13]2[CH:14]=[C:15]3[C:20](=[CH:21][CH:22]=2)[NH:19][C:18](=[O:23])[CH2:17][CH2:16]3)=[O:12])[CH2:6][CH2:5]1. Product: [OH:12][CH:11]([C:13]1[CH:14]=[C:15]2[C:20](=[CH:21][CH:22]=1)[NH:19][C:18](=[O:23])[CH2:17][CH2:16]2)[CH2:10][N:7]1[CH2:8][CH2:9][C:4]([OH:3])([C:24]2[CH:29]=[CH:28][CH:27]=[C:26]([O:30][CH3:31])[CH:25]=2)[CH2:5][CH2:6]1. The catalyst class is: 8.